This data is from Full USPTO retrosynthesis dataset with 1.9M reactions from patents (1976-2016). The task is: Predict the reactants needed to synthesize the given product. (1) Given the product [OH:8][CH2:9][CH2:10][N:11]1[CH:15]=[C:14]([N:16]2[CH:21]=[CH:20][C:19](=[O:22])[C:18]([CH2:23][C:25]3[CH:26]=[C:27]([NH:31][C:32](=[O:36])[O:33][CH2:34][CH3:35])[CH:28]=[CH:29][CH:30]=3)=[N:17]2)[CH:13]=[N:12]1, predict the reactants needed to synthesize it. The reactants are: C([O:8][CH2:9][CH2:10][N:11]1[CH:15]=[C:14]([N:16]2[CH:21]=[CH:20][C:19](=[O:22])[C:18]([C:23]([C:25]3[CH:26]=[C:27]([NH:31][C:32](=[O:36])[O:33][CH2:34][CH3:35])[CH:28]=[CH:29][CH:30]=3)=O)=[N:17]2)[CH:13]=[N:12]1)C1C=CC=CC=1. (2) Given the product [OH:15][CH:14]=[C:13]([CH2:12][C:11](=[O:10])[CH3:18])[C:7]([O:6][CH3:5])=[O:8], predict the reactants needed to synthesize it. The reactants are: [H-].[Na+].CO.[CH3:5][O:6][CH:7]=[O:8].C[O:10][C:11](OC)([CH3:18])[CH2:12][CH2:13][C:14](OC)=[O:15]. (3) Given the product [NH:1]1[CH2:6][CH2:5][CH2:4][CH:3]([NH:7][C:8](=[O:14])[O:9][C:10]([CH3:12])([CH3:11])[CH3:13])[CH2:2]1, predict the reactants needed to synthesize it. The reactants are: [N:1]1[CH:6]=[CH:5][CH:4]=[C:3]([NH:7][C:8](=[O:14])[O:9][C:10]([CH3:13])([CH3:12])[CH3:11])[CH:2]=1.[OH-].[Na+]. (4) Given the product [N:1]1([CH2:6][CH2:7][CH2:8][NH:9][C:10](=[O:39])/[C:11](/[CH2:27][O:28][C:29]2[C:38]3[C:33](=[CH:34][CH:35]=[CH:36][CH:37]=3)[CH:32]=[CH:31][CH:30]=2)=[CH:12]/[CH2:13][CH2:14][CH2:15][CH2:16][C:17]([NH:19][OH:20])=[O:18])[CH:5]=[CH:4][N:3]=[CH:2]1, predict the reactants needed to synthesize it. The reactants are: [N:1]1([CH2:6][CH2:7][CH2:8][NH:9][C:10](=[O:39])/[C:11](/[CH2:27][O:28][C:29]2[C:38]3[C:33](=[CH:34][CH:35]=[CH:36][CH:37]=3)[CH:32]=[CH:31][CH:30]=2)=[CH:12]/[CH2:13][CH2:14][CH2:15][CH2:16][C:17]([NH:19][O:20]C2CCCCO2)=[O:18])[CH:5]=[CH:4][N:3]=[CH:2]1.FC(F)(F)C(O)=O.CO.ClCCl. (5) Given the product [CH3:1][O:2][C:3]1[CH:8]=[CH:7][C:6]([O:9][CH3:10])=[CH:5][C:4]=1[C:19](=[O:20])[CH2:18][C:15]1[CH:16]=[CH:17][C:12]([F:11])=[CH:13][CH:14]=1, predict the reactants needed to synthesize it. The reactants are: [CH3:1][O:2][C:3]1[CH:8]=[CH:7][C:6]([O:9][CH3:10])=[CH:5][CH:4]=1.[F:11][C:12]1[CH:17]=[CH:16][C:15]([CH2:18][C:19](O)=[O:20])=[CH:14][CH:13]=1. (6) Given the product [CH:1]1([CH2:5][NH:6][C:7]([C:9]2[C:10]([NH:20][C:21]([C:23]3[C:32]4[C:27](=[CH:4][CH:1]=[CH:2][CH:3]=4)[C:26]([CH2:33][N:34]4[CH:38]=[CH:37][N:36]=[N:35]4)=[CH:25][CH:24]=3)=[O:22])=[CH:11][CH:12]=[C:13]([O:15][CH2:16][C:17]([NH:41][CH3:40])=[O:19])[N:14]=2)=[O:8])[CH2:4][CH2:3][CH2:2]1, predict the reactants needed to synthesize it. The reactants are: [CH:1]1([CH2:5][NH:6][C:7]([C:9]2[N:14]=[C:13]([O:15][CH2:16][C:17]([OH:19])=O)[CH:12]=[CH:11][C:10]=2[NH:20][C:21]([C:23]2[C:32]3[C:27](=CC=CC=3)[C:26]([CH2:33][N:34]3[CH:38]=[CH:37][N:36]=[N:35]3)=[CH:25][CH:24]=2)=[O:22])=[O:8])[CH2:4][CH2:3][CH2:2]1.Cl.[CH3:40][NH2:41].